From a dataset of Forward reaction prediction with 1.9M reactions from USPTO patents (1976-2016). Predict the product of the given reaction. (1) Given the reactants [CH3:1][O:2][C:3]1[CH:4]=[CH:5][C:6]([NH:11][C:12]2[C:13]3[N:14]([CH:39]=[CH:40][N:41]=3)[N:15]=[C:16]([C:18]3[CH:19]=[C:20]([CH:36]=[CH:37][CH:38]=3)[C:21]([NH:23][C:24]3[CH:33]=[CH:32][C:27]([C:28]([O:30]C)=[O:29])=[C:26]([O:34][CH3:35])[CH:25]=3)=[O:22])[CH:17]=2)=[N:7][C:8]=1[O:9][CH3:10].[OH-].[Na+], predict the reaction product. The product is: [CH3:1][O:2][C:3]1[CH:4]=[CH:5][C:6]([NH:11][C:12]2[C:13]3[N:14]([CH:39]=[CH:40][N:41]=3)[N:15]=[C:16]([C:18]3[CH:19]=[C:20]([CH:36]=[CH:37][CH:38]=3)[C:21]([NH:23][C:24]3[CH:33]=[CH:32][C:27]([C:28]([OH:30])=[O:29])=[C:26]([O:34][CH3:35])[CH:25]=3)=[O:22])[CH:17]=2)=[N:7][C:8]=1[O:9][CH3:10]. (2) Given the reactants [CH2:1]([C:3]1[CH:8]=[CH:7][C:6]([OH:9])=[C:5]([C:10]([CH3:18])([C:12]2[CH:17]=[CH:16][CH:15]=[CH:14][CH:13]=2)[CH3:11])[CH:4]=1)[CH3:2].[CH3:19][O:20][C:21](=[O:41])[CH2:22][CH2:23][C:24]1[CH:29]=[CH:28][C:27]([O:30][CH2:31][CH2:32][C@@H:33](OS(C)(=O)=O)[CH3:34])=[CH:26][C:25]=1[CH3:40].C([O-])([O-])=O.[Cs+].[Cs+].Cl, predict the reaction product. The product is: [CH3:19][O:20][C:21](=[O:41])[CH2:22][CH2:23][C:24]1[CH:29]=[CH:28][C:27]([O:30][CH2:31][CH2:32][C@H:33]([O:9][C:6]2[CH:7]=[CH:8][C:3]([CH2:1][CH3:2])=[CH:4][C:5]=2[C:10]([CH3:11])([C:12]2[CH:17]=[CH:16][CH:15]=[CH:14][CH:13]=2)[CH3:18])[CH3:34])=[CH:26][C:25]=1[CH3:40].